From a dataset of Full USPTO retrosynthesis dataset with 1.9M reactions from patents (1976-2016). Predict the reactants needed to synthesize the given product. (1) Given the product [CH3:1][O:2][C:3]([CH:5]1[CH2:9][S:8][CH:7]2[CH2:10][CH:11]([NH:12][C:13]([O:15][C:16]([CH3:17])([CH3:18])[CH3:19])=[O:14])[C:20](=[O:22])[N:6]12)=[O:4], predict the reactants needed to synthesize it. The reactants are: [CH3:1][O:2][C:3]([CH:5]1[CH2:9][S:8][CH:7]([CH2:10][CH:11]([C:20]([O:22]CC2C=CC=CC=2)=O)[NH:12][C:13]([O:15][C:16]([CH3:19])([CH3:18])[CH3:17])=[O:14])[NH:6]1)=[O:4]. (2) Given the product [C:1]([Si:5]([CH3:17])([CH3:16])[O:6][C@H:7]1[C@H:11]2[O:12][CH2:13][C@H:14]([NH:15][C:32]([NH:31][CH:25]3[CH2:30][CH2:29][CH2:28][CH2:27][CH2:26]3)=[O:33])[C@H:10]2[O:9][CH2:8]1)([CH3:4])([CH3:3])[CH3:2], predict the reactants needed to synthesize it. The reactants are: [C:1]([Si:5]([CH3:17])([CH3:16])[O:6][C@H:7]1[C@H:11]2[O:12][CH2:13][C@H:14]([NH2:15])[C@H:10]2[O:9][CH2:8]1)([CH3:4])([CH3:3])[CH3:2].C(N(CC)CC)C.[CH:25]1([N:31]=[C:32]=[O:33])[CH2:30][CH2:29][CH2:28][CH2:27][CH2:26]1.